This data is from Peptide-MHC class I binding affinity with 185,985 pairs from IEDB/IMGT. The task is: Regression. Given a peptide amino acid sequence and an MHC pseudo amino acid sequence, predict their binding affinity value. This is MHC class I binding data. (1) The peptide sequence is FIIDNFGSV. The MHC is HLA-A29:02 with pseudo-sequence HLA-A29:02. The binding affinity (normalized) is 0.0847. (2) The peptide sequence is QAFTFSPTYK. The MHC is Patr-A0301 with pseudo-sequence Patr-A0301. The binding affinity (normalized) is 0.917. (3) The peptide sequence is HSNIEEVAL. The MHC is HLA-A01:01 with pseudo-sequence HLA-A01:01. The binding affinity (normalized) is 0. (4) The peptide sequence is SRKRRRTPK. The MHC is Mamu-B03 with pseudo-sequence Mamu-B03. The binding affinity (normalized) is 0.226. (5) The peptide sequence is RPAGARAAF. The MHC is HLA-B27:05 with pseudo-sequence HLA-B27:05. The binding affinity (normalized) is 0.0847. (6) The peptide sequence is RIMQRGLFGK. The MHC is HLA-A11:01 with pseudo-sequence HLA-A11:01. The binding affinity (normalized) is 0.687. (7) The peptide sequence is DIISSKQYPA. The MHC is HLA-A68:02 with pseudo-sequence HLA-A68:02. The binding affinity (normalized) is 0.501. (8) The peptide sequence is RPALVFDITK. The MHC is HLA-A03:01 with pseudo-sequence HLA-A03:01. The binding affinity (normalized) is 0.0482.